Dataset: Full USPTO retrosynthesis dataset with 1.9M reactions from patents (1976-2016). Task: Predict the reactants needed to synthesize the given product. (1) Given the product [C:24]([O:23][C:22](=[O:28])[N:21]([CH2:36][CH:33]1[CH2:35][CH2:34]1)[CH2:20][CH2:19][C:18]1[CH:29]=[CH:30][C:15]([C:12]2[N:13]=[CH:14][N:10]([C:7]3[CH:6]=[CH:5][C:4]([O:3][C:2]([F:1])([F:31])[F:32])=[CH:9][CH:8]=3)[N:11]=2)=[CH:16][CH:17]=1)([CH3:25])([CH3:26])[CH3:27], predict the reactants needed to synthesize it. The reactants are: [F:1][C:2]([F:32])([F:31])[O:3][C:4]1[CH:9]=[CH:8][C:7]([N:10]2[CH:14]=[N:13][C:12]([C:15]3[CH:30]=[CH:29][C:18]([CH2:19][CH2:20][NH:21][C:22](=[O:28])[O:23][C:24]([CH3:27])([CH3:26])[CH3:25])=[CH:17][CH:16]=3)=[N:11]2)=[CH:6][CH:5]=1.[CH:33]1([CH2:36]Br)[CH2:35][CH2:34]1. (2) Given the product [CH3:1][O:2][C:3]1[N:8]=[C:7]([C:9]2[CH:18]=[C:17]3[C:12](=[C:11]([NH:28][C:29]4[CH:34]=[CH:33][C:32]([CH:35]5[CH2:40][CH2:39][NH:38][CH2:37][CH2:36]5)=[C:31]([CH3:48])[CH:30]=4)[N:10]=2)[C:13](=[O:27])[NH:14][CH:15]=[CH:16]3)[CH:6]=[N:5][CH:4]=1, predict the reactants needed to synthesize it. The reactants are: [CH3:1][O:2][C:3]1[N:8]=[C:7]([C:9]2[N:10]=[C:11]([NH:28][C:29]3[CH:34]=[CH:33][C:32]([CH:35]4[CH2:40][CH2:39][N:38](C(OC(C)(C)C)=O)[CH2:37][CH2:36]4)=[C:31]([CH3:48])[CH:30]=3)[C:12]3[C:13](=[O:27])[N:14](COCC[Si](C)(C)C)[CH:15]=[CH:16][C:17]=3[CH:18]=2)[CH:6]=[N:5][CH:4]=1.Cl. (3) Given the product [Cl:11][C:12]1[C:17]([C:18]([F:21])([F:19])[F:20])=[CH:16][N:15]=[C:14]2[NH:22][CH:23]=[C:24]([NH:25][C:8](=[O:9])[C:3]3[CH:4]=[CH:5][CH:6]=[CH:7][N:2]=3)[C:13]=12, predict the reactants needed to synthesize it. The reactants are: Cl.[N:2]1[CH:7]=[CH:6][CH:5]=[CH:4][C:3]=1[C:8](Cl)=[O:9].[Cl:11][C:12]1[C:17]([C:18]([F:21])([F:20])[F:19])=[CH:16][N:15]=[C:14]2[NH:22][CH:23]=[C:24]([NH2:25])[C:13]=12. (4) Given the product [CH3:15][CH:16]1[CH2:20][CH2:19][CH:18]([CH3:21])[N:17]1[C:2]1[C:7]([F:8])=[C:6]([O:9][CH2:10][C:11]#[C:12][CH2:13][CH3:14])[N:5]=[CH:4][N:3]=1, predict the reactants needed to synthesize it. The reactants are: Cl[C:2]1[C:7]([F:8])=[C:6]([O:9][CH2:10][C:11]#[C:12][CH2:13][CH3:14])[N:5]=[CH:4][N:3]=1.[CH3:15][CH:16]1[CH2:20][CH2:19][CH:18]([CH3:21])[NH:17]1. (5) Given the product [CH2:1]([O:8][CH:9]1[CH2:14][CH2:13][CH:12]([C:15]#[N:17])[CH2:11][CH2:10]1)[C:2]1[CH:7]=[CH:6][CH:5]=[CH:4][CH:3]=1, predict the reactants needed to synthesize it. The reactants are: [CH2:1]([O:8][CH:9]1[CH2:14][CH2:13][CH:12]([C:15]([NH2:17])=O)[CH2:11][CH2:10]1)[C:2]1[CH:7]=[CH:6][CH:5]=[CH:4][CH:3]=1.FC(F)(F)C(OC(=O)C(F)(F)F)=O.O. (6) Given the product [Cl:24][C:9]1[C:10]2[C:5](=[CH:4][C:3]([O:2][CH3:1])=[CH:12][CH:11]=2)[C:6]([C:16]2[CH:21]=[CH:20][CH:19]=[CH:18][CH:17]=2)=[C:7]([C:14]#[N:15])[N:8]=1, predict the reactants needed to synthesize it. The reactants are: [CH3:1][O:2][C:3]1[CH:4]=[C:5]2[C:10](=[CH:11][CH:12]=1)[C:9](=O)[NH:8][C:7]([C:14]#[N:15])=[C:6]2[C:16]1[CH:21]=[CH:20][CH:19]=[CH:18][CH:17]=1.O=P(Cl)(Cl)[Cl:24].